Dataset: Reaction yield outcomes from USPTO patents with 853,638 reactions. Task: Predict the reaction yield, written as a fraction of the theoretical maximum amount of product (1.0 means a 100% yield; for example, 0.34 means a 34% yield). (1) The reactants are [CH3:1][N:2]1[C:6]([C:7]([O:9]CC)=[O:8])=[C:5]([CH3:12])[CH:4]=[N:3]1.[OH-].[Na+]. The catalyst is C(O)C. The product is [CH3:1][N:2]1[C:6]([C:7]([OH:9])=[O:8])=[C:5]([CH3:12])[CH:4]=[N:3]1. The yield is 0.550. (2) The reactants are [CH2:1]([C:3]1[C:8](=[O:9])[NH:7][C:6]([CH3:10])=[C:5]([C:11]2[S:15][C:14]([S:16](Cl)(=[O:18])=[O:17])=[CH:13][CH:12]=2)[CH:4]=1)[CH3:2].[F:20][C:21]1[CH:22]=[C:23]([CH:26]=[C:27]([F:29])[CH:28]=1)[CH2:24][NH2:25]. No catalyst specified. The product is [F:20][C:21]1[CH:22]=[C:23]([CH:26]=[C:27]([F:29])[CH:28]=1)[CH2:24][NH:25][S:16]([C:14]1[S:15][C:11]([C:5]2[CH:4]=[C:3]([CH2:1][CH3:2])[C:8](=[O:9])[NH:7][C:6]=2[CH3:10])=[CH:12][CH:13]=1)(=[O:18])=[O:17]. The yield is 0.260. (3) The reactants are N[C@@](C1C=CC2C(=CC=C(O[C@H]3CC[C@H](C(C)(C)C)CC3)C=2C2C=CC(OC(F)(F)F)=CC=2)C=1)(C)CO.[C:38]([C@H:42]1[CH2:47][CH2:46][C@H:45]([O:48][C:49]2[C:50]([Cl:68])=[C:51]3[C:56](=[C:57]([Cl:60])[C:58]=2[Cl:59])[CH:55]=[C:54]([C@:61]2([CH3:67])[CH2:65][O:64]C(=O)[NH:62]2)[CH:53]=[CH:52]3)[CH2:44][CH2:43]1)([CH3:41])([CH3:40])[CH3:39]. No catalyst specified. The product is [NH2:62][C@@:61]([C:54]1[CH:53]=[CH:52][C:51]2[C:56](=[C:57]([Cl:60])[C:58]([Cl:59])=[C:49]([O:48][C@H:45]3[CH2:46][CH2:47][C@H:42]([C:38]([CH3:40])([CH3:39])[CH3:41])[CH2:43][CH2:44]3)[C:50]=2[Cl:68])[CH:55]=1)([CH3:67])[CH2:65][OH:64]. The yield is 0.370. (4) The reactants are Br[CH2:2][CH2:3][CH2:4][O:5][CH:6]1[CH2:11][CH2:10][CH2:9][CH2:8][O:7]1.C(=O)([O-])[O-].[Cs+].[Cs+].CN(C)C(=O)C.[Cl:24][C:25]1[CH:26]=[C:27]([OH:32])[CH:28]=[N:29][C:30]=1[F:31]. The catalyst is O. The product is [Cl:24][C:25]1[C:30]([F:31])=[N:29][CH:28]=[C:27]([O:32][CH2:2][CH2:3][CH2:4][O:5][CH:6]2[CH2:11][CH2:10][CH2:9][CH2:8][O:7]2)[CH:26]=1. The yield is 0.680. (5) The catalyst is C1COCC1. The product is [CH2:1]([O:8][C:14]1[C:15]([C:21]#[N:22])=[N:16][CH:17]=[C:18]([O:8][CH2:1][C:2]2[CH:7]=[CH:6][CH:5]=[CH:4][CH:3]=2)[CH:19]=1)[C:2]1[CH:7]=[CH:6][CH:5]=[CH:4][CH:3]=1. The reactants are [CH2:1]([OH:8])[C:2]1[CH:7]=[CH:6][CH:5]=[CH:4][CH:3]=1.[H-].[Na+].[H][H].Cl[C:14]1[C:15]([C:21]#[N:22])=[N:16][CH:17]=[C:18](Cl)[CH:19]=1. The yield is 0.940. (6) The reactants are [CH:1](=[N:8][S:9]([C:12]1[CH:17]=[CH:16][CH:15]=[CH:14][CH:13]=1)(=[O:11])=[O:10])[C:2]1[CH:7]=[CH:6][CH:5]=[CH:4][CH:3]=1.C[SiH](C)C1C=CC=CC=1.CO.FC(F)(F)C(O)=O. The catalyst is C1C=CC=CC=1.C(OCC)C. The product is [C:12]1([S:9]([NH:8][CH2:1][C:2]2[CH:7]=[CH:6][CH:5]=[CH:4][CH:3]=2)(=[O:11])=[O:10])[CH:13]=[CH:14][CH:15]=[CH:16][CH:17]=1. The yield is 0.860. (7) The reactants are C(=O)([O-])[O-].[Cs+].[Cs+].[NH2:7][C:8]1[CH:9]=[CH:10][C:11]([F:15])=[C:12]([OH:14])[CH:13]=1.Cl[C:17]1[C:26]2[C:21](=[CH:22][C:23]([O:29][CH3:30])=[C:24]([O:27][CH3:28])[CH:25]=2)[N:20]=[CH:19][N:18]=1. The catalyst is C1COCC1.CN(C=O)C.C(OCC)(=O)C. The product is [CH3:28][O:27][C:24]1[CH:25]=[C:26]2[C:21](=[CH:22][C:23]=1[O:29][CH3:30])[N:20]=[CH:19][N:18]=[C:17]2[O:14][C:12]1[CH:13]=[C:8]([CH:9]=[CH:10][C:11]=1[F:15])[NH2:7]. The yield is 0.670. (8) The reactants are C1C=C(Cl)C=C(C(OO)=[O:9])C=1.[Cl:12][C:13]1[CH:18]=[CH:17][C:16]([C:19]2([C:23](=[O:32])[CH2:24][S:25][C:26]3[N:30]([CH3:31])[CH:29]=[N:28][N:27]=3)[CH2:22][CH2:21][CH2:20]2)=[CH:15][CH:14]=1. The catalyst is C(Cl)Cl. The product is [Cl:12][C:13]1[CH:14]=[CH:15][C:16]([C:19]2([C:23](=[O:32])[CH2:24][S:25]([C:26]3[N:30]([CH3:31])[CH:29]=[N:28][N:27]=3)=[O:9])[CH2:22][CH2:21][CH2:20]2)=[CH:17][CH:18]=1. The yield is 0.870.